From a dataset of Catalyst prediction with 721,799 reactions and 888 catalyst types from USPTO. Predict which catalyst facilitates the given reaction. Reactant: [NH2:1][C:2]1[C:11]2[N:12]=[C:13]([CH2:34][O:35][CH2:36][CH3:37])[N:14]([CH2:15][CH2:16][O:17][CH2:18][CH2:19][O:20][CH2:21][CH2:22][O:23][CH2:24][CH2:25][P:26](=[O:33])([O:30]CC)[O:27]CC)[C:10]=2[C:9]2[CH:8]=[CH:7][CH:6]=[CH:5][C:4]=2[N:3]=1.C[Si](Br)(C)C. Product: [NH2:1][C:2]1[C:11]2[N:12]=[C:13]([CH2:34][O:35][CH2:36][CH3:37])[N:14]([CH2:15][CH2:16][O:17][CH2:18][CH2:19][O:20][CH2:21][CH2:22][O:23][CH2:24][CH2:25][P:26](=[O:27])([OH:30])[OH:33])[C:10]=2[C:9]2[CH:8]=[CH:7][CH:6]=[CH:5][C:4]=2[N:3]=1. The catalyst class is: 2.